Dataset: Forward reaction prediction with 1.9M reactions from USPTO patents (1976-2016). Task: Predict the product of the given reaction. (1) Given the reactants P(OCC)(OCC)OCC.[NH2:11][C:12]1[C:17]([C:18]#[N:19])=[N:16][C:15]([C:20]2[O:21][CH:22]=[CH:23][CH:24]=2)=[CH:14][N+:13]=1[O-], predict the reaction product. The product is: [NH2:11][C:12]1[C:17]([C:18]#[N:19])=[N:16][C:15]([C:20]2[O:21][CH:22]=[CH:23][CH:24]=2)=[CH:14][N:13]=1. (2) Given the reactants [C:1]([CH2:3][C:4]1[CH:13]=[CH:12][C:7]([C:8]([O:10][CH3:11])=[O:9])=[CH:6][CH:5]=1)#[N:2].C(N(CC)CC)C.[C:21](O[C:21]([O:23][C:24]([CH3:27])([CH3:26])[CH3:25])=[O:22])([O:23][C:24]([CH3:27])([CH3:26])[CH3:25])=[O:22], predict the reaction product. The product is: [C:24]([O:23][C:21]([NH:2][CH2:1][CH2:3][C:4]1[CH:13]=[CH:12][C:7]([C:8]([O:10][CH3:11])=[O:9])=[CH:6][CH:5]=1)=[O:22])([CH3:27])([CH3:26])[CH3:25]. (3) Given the reactants C(=O)([O-])[O-].[Cs+].[Cs+].[O:7]1[CH2:11][CH2:10][C:9]([CH:12]([C:17]2[CH:22]=[CH:21][C:20]([OH:23])=[CH:19][CH:18]=2)[CH2:13][C:14]([OH:16])=[O:15])=[N:8]1.Br[CH2:25][C:26]1[CH:27]=[C:28]2[C:33](=[CH:34][CH:35]=1)[C:32]([CH3:37])([CH3:36])[CH2:31][CH2:30][C:29]2([CH3:39])[CH3:38].CCOC(C)=O, predict the reaction product. The product is: [O:7]1[CH2:11][CH2:10][C:9]([CH:12]([C:17]2[CH:18]=[CH:19][C:20]([O:23][CH2:25][C:26]3[CH:35]=[CH:34][C:33]4[C:32]([CH3:37])([CH3:36])[CH2:31][CH2:30][C:29]([CH3:39])([CH3:38])[C:28]=4[CH:27]=3)=[CH:21][CH:22]=2)[CH2:13][C:14]([OH:16])=[O:15])=[N:8]1. (4) The product is: [CH2:23]([C:22]1[S:62][C:11]([NH:12][C:39]([C:36]2[CH:35]=[CH:34][C:33]([NH:32][CH2:31][C:48]([OH:47])=[O:49])=[CH:38][CH:37]=2)=[O:40])=[C:10]([C:8](=[O:9])[C:7]2[CH:13]=[CH:14][C:4]([O:3][C:2]([F:15])([F:16])[F:1])=[CH:5][CH:6]=2)[CH:21]=1)[CH3:18]. Given the reactants [F:1][C:2]([F:16])([F:15])[O:3][C:4]1[CH:14]=[CH:13][C:7]([C:8]([CH2:10][C:11]#[N:12])=[O:9])=[CH:6][CH:5]=1.C(Cl)(=O)[C:18]1[CH:23]=[CH:22][CH:21]=CC=1.C(O[C:31](=O)[NH:32][C:33]1[CH:38]=[CH:37][C:36]([C:39](Cl)=[O:40])=[CH:35][CH:34]=1)(C)(C)C.C([O:47][C:48](NC1C=CC(C(O)=O)=CC=1)=[O:49])(C)(C)C.NC1[S:62]C=CC=1, predict the reaction product. (5) Given the reactants [N:1]1[CH:2]=[C:3]([C:10]2[CH:15]=[CH:14][N:13]=[C:12]([NH2:16])[N:11]=2)[N:4]2[CH:9]=[CH:8][CH:7]=[CH:6][C:5]=12.CC1(C)C2C(=C(P(C3C=CC=CC=3)C3C=CC=CC=3)C=CC=2)OC2C(P(C3C=CC=CC=3)C3C=CC=CC=3)=CC=CC1=2.C(=O)([O-])[O-].[Cs+].[Cs+].I[C:66]1[CH:71]=[CH:70][C:69]([C:72]([N:74]2[CH2:79][CH2:78][O:77][CH2:76][CH2:75]2)=[O:73])=[CH:68][CH:67]=1, predict the reaction product. The product is: [N:1]1[CH:2]=[C:3]([C:10]2[CH:15]=[CH:14][N:13]=[C:12]([NH:16][C:66]3[CH:67]=[CH:68][C:69]([C:72]([N:74]4[CH2:79][CH2:78][O:77][CH2:76][CH2:75]4)=[O:73])=[CH:70][CH:71]=3)[N:11]=2)[N:4]2[CH:9]=[CH:8][CH:7]=[CH:6][C:5]=12. (6) Given the reactants [F:1][C:2]1[CH:11]=[C:10]2[C:5]([CH:6]=[CH:7][C:8](=[O:15])[N:9]2[CH2:12][CH:13]=O)=[CH:4][CH:3]=1.[NH:16]1[CH2:21][CH2:20][CH:19]([NH:22][C:23](=[O:29])[O:24][C:25]([CH3:28])([CH3:27])[CH3:26])[CH2:18][CH2:17]1.[O-]S([O-])(=O)=O.[Na+].[Na+].[BH-](OC(C)=O)(OC(C)=O)OC(C)=O.[Na+], predict the reaction product. The product is: [F:1][C:2]1[CH:11]=[C:10]2[C:5]([CH:6]=[CH:7][C:8](=[O:15])[N:9]2[CH2:12][CH2:13][N:16]2[CH2:17][CH2:18][CH:19]([NH:22][C:23](=[O:29])[O:24][C:25]([CH3:27])([CH3:26])[CH3:28])[CH2:20][CH2:21]2)=[CH:4][CH:3]=1. (7) Given the reactants Cl[C:2]1[N:7]=[CH:6][N:5]=[C:4]([NH:8][CH3:9])[C:3]=1[N+:10]([O-])=O.C(N(CC)CC)C.[O:20]=[C:21]1[N:25]([CH:26]2[CH2:31][CH2:30][NH:29][CH2:28][CH2:27]2)[C:24]2[CH:32]=[CH:33][CH:34]=[CH:35][C:23]=2[NH:22]1, predict the reaction product. The product is: [NH2:10][C:3]1[C:2]([N:29]2[CH2:28][CH2:27][CH:26]([N:25]3[C:24]4[CH:32]=[CH:33][CH:34]=[CH:35][C:23]=4[NH:22][C:21]3=[O:20])[CH2:31][CH2:30]2)=[N:7][CH:6]=[N:5][C:4]=1[NH:8][CH3:9]. (8) Given the reactants Br[C:2]1[S:6][C:5]([C:7]2[N:11]3[N:12]=[C:13]([CH3:21])[CH:14]=[C:15]([CH:16]([CH2:19][CH3:20])[CH2:17][CH3:18])[C:10]3=[N:9][C:8]=2[CH3:22])=[C:4]([Cl:23])[CH:3]=1.[Br-].[N:25]1[CH:30]=[CH:29][CH:28]=[CH:27][C:26]=1[Zn+], predict the reaction product. The product is: [Cl:23][C:4]1[CH:3]=[C:2]([C:26]2[CH:27]=[CH:28][CH:29]=[CH:30][N:25]=2)[S:6][C:5]=1[C:7]1[N:11]2[N:12]=[C:13]([CH3:21])[CH:14]=[C:15]([CH:16]([CH2:19][CH3:20])[CH2:17][CH3:18])[C:10]2=[N:9][C:8]=1[CH3:22].